From a dataset of TCR-epitope binding with 47,182 pairs between 192 epitopes and 23,139 TCRs. Binary Classification. Given a T-cell receptor sequence (or CDR3 region) and an epitope sequence, predict whether binding occurs between them. (1) The epitope is LLFGYPVYV. The TCR CDR3 sequence is CASSGRNYGYTF. Result: 0 (the TCR does not bind to the epitope). (2) The epitope is QIKVRVKMV. The TCR CDR3 sequence is CASSYLAGQGAPYSNQPQHF. Result: 0 (the TCR does not bind to the epitope). (3) The epitope is DATYQRTRALVR. The TCR CDR3 sequence is CASNDPPGATNNEQFF. Result: 1 (the TCR binds to the epitope).